The task is: Predict the reaction yield, written as a fraction of the theoretical maximum amount of product (1.0 means a 100% yield; for example, 0.34 means a 34% yield).. This data is from Reaction yield outcomes from USPTO patents with 853,638 reactions. (1) The reactants are [NH2:1][C:2]1[C:11]2[N:12]=[C:13]([CH2:43][O:44][CH2:45][CH3:46])[N:14]([CH2:15][CH2:16][CH2:17][N:18]([CH2:27][C:28]3[CH:29]=[C:30]([CH:40]=[CH:41][CH:42]=3)[O:31][C:32]([CH3:39])([CH3:38])[C:33]([O:35]CC)=[O:34])[C:19](=[O:26])[CH2:20][N:21]([CH2:24][CH3:25])[CH2:22][CH3:23])[C:10]=2[C:9]2[CH:8]=[CH:7][CH:6]=[CH:5][C:4]=2[N:3]=1.Cl. The catalyst is CCO.[OH-].[Na+]. The product is [NH2:1][C:2]1[C:11]2[N:12]=[C:13]([CH2:43][O:44][CH2:45][CH3:46])[N:14]([CH2:15][CH2:16][CH2:17][N:18]([CH2:27][C:28]3[CH:29]=[C:30]([CH:40]=[CH:41][CH:42]=3)[O:31][C:32]([CH3:39])([CH3:38])[C:33]([OH:35])=[O:34])[C:19](=[O:26])[CH2:20][N:21]([CH2:24][CH3:25])[CH2:22][CH3:23])[C:10]=2[C:9]2[CH:8]=[CH:7][CH:6]=[CH:5][C:4]=2[N:3]=1. The yield is 0.960. (2) The reactants are [N:1]12[CH2:8][CH2:7][C:4]([C:9]([C:17]3[CH:22]=[CH:21][CH:20]=[CH:19][CH:18]=3)([C:11]3[CH:16]=[CH:15][CH:14]=[CH:13][CH:12]=3)[OH:10])([CH2:5][CH2:6]1)[CH2:3][CH2:2]2.[N+:23]([C:26]1[CH:27]=[C:28]([O:32][CH2:33][CH2:34][CH2:35][Br:36])[CH:29]=[CH:30][CH:31]=1)([O-:25])=[O:24]. The catalyst is CC#N. The product is [Br-:36].[OH:10][C:9]([C:17]1[CH:22]=[CH:21][CH:20]=[CH:19][CH:18]=1)([C:11]1[CH:12]=[CH:13][CH:14]=[CH:15][CH:16]=1)[C:4]12[CH2:5][CH2:6][N+:1]([CH2:35][CH2:34][CH2:33][O:32][C:28]3[CH:29]=[CH:30][CH:31]=[C:26]([N+:23]([O-:25])=[O:24])[CH:27]=3)([CH2:2][CH2:3]1)[CH2:8][CH2:7]2. The yield is 0.822. (3) The reactants are [NH2:1][C:2]1[CH:3]=[C:4]([NH:8][C:9](=[O:18])[C:10]2[CH:15]=[CH:14][C:13]([F:16])=[CH:12][C:11]=2[Cl:17])[CH:5]=[CH:6][CH:7]=1.[C:19]([O:23][C:24]([N:26]1[CH2:31][CH2:30][C:29](=O)[CH2:28][C@H:27]1[CH3:33])=[O:25])([CH3:22])([CH3:21])[CH3:20].C(O)(=O)C.C(O[BH-](OC(=O)C)OC(=O)C)(=O)C.[Na+]. The catalyst is O1CCCC1.CO. The product is [C:19]([O:23][C:24]([N:26]1[CH2:31][CH2:30][C@@H:29]([NH:1][C:2]2[CH:7]=[CH:6][CH:5]=[C:4]([NH:8][C:9](=[O:18])[C:10]3[CH:15]=[CH:14][C:13]([F:16])=[CH:12][C:11]=3[Cl:17])[CH:3]=2)[CH2:28][C@H:27]1[CH3:33])=[O:25])([CH3:22])([CH3:20])[CH3:21]. The yield is 0.230. (4) The reactants are [CH3:1][O:2][C:3]1[CH:8]=[CH:7][CH:6]=[CH:5][C:4]=1[N:9]1[CH2:14][CH2:13][NH:12][CH2:11][CH2:10]1.ClC1C(Cl)=CC=CC=1N1CCN([CH2:29][CH2:30][CH:31]2[CH2:33][O:32]2)CC1. No catalyst specified. The product is [CH3:1][O:2][C:3]1[CH:8]=[CH:7][CH:6]=[CH:5][C:4]=1[N:9]1[CH2:14][CH2:13][N:12]([CH2:29][CH2:30][CH:31]2[CH2:33][O:32]2)[CH2:11][CH2:10]1. The yield is 0.870.